The task is: Predict the reactants needed to synthesize the given product.. This data is from Full USPTO retrosynthesis dataset with 1.9M reactions from patents (1976-2016). (1) Given the product [ClH:28].[N:2]12[CH2:7][CH2:6][CH:5]([CH2:8][CH2:9]1)[CH:4]([CH2:10][C:11]([NH:34][C:33]1[CH:35]=[CH:36][CH:37]=[C:31]([Br:30])[CH:32]=1)=[O:13])[CH2:3]2, predict the reactants needed to synthesize it. The reactants are: Cl.[N:2]12[CH2:9][CH2:8][CH:5]([CH2:6][CH2:7]1)[CH:4]([CH2:10][C:11]([OH:13])=O)[CH2:3]2.FC1C(O)=C(F)C(F)=C(F)C=1F.C(Cl)C[Cl:28].[Br:30][C:31]1[CH:32]=[C:33]([CH:35]=[CH:36][CH:37]=1)[NH2:34].C(=O)(O)[O-].[Na+]. (2) Given the product [F:1][C:2]1[CH:10]=[C:9]2[C:5]([C:6]([I:23])=[N:7][NH:8]2)=[CH:4][C:3]=1[C:11]1[CH:12]=[C:13]([CH2:17][N:18]([CH3:20])[CH3:19])[CH:14]=[N:15][CH:16]=1, predict the reactants needed to synthesize it. The reactants are: [F:1][C:2]1[CH:10]=[C:9]2[C:5]([CH:6]=[N:7][NH:8]2)=[CH:4][C:3]=1[C:11]1[CH:12]=[C:13]([CH2:17][N:18]([CH3:20])[CH3:19])[CH:14]=[N:15][CH:16]=1.[OH-].[K+].[I:23]I. (3) The reactants are: C(N(C(C)C)CC)(C)C.CN([P+](ON1N=NC2C=CC=CC1=2)(N(C)C)N(C)C)C.F[P-](F)(F)(F)(F)F.[CH3:37][O:38][CH:39]([O:51][CH3:52])[C:40]1[N:45]=[C:44]([O:46][CH3:47])[C:43]([C:48](O)=[O:49])=[CH:42][CH:41]=1.[BH4-].[Na+].[Cl-].[NH4+]. Given the product [CH3:52][O:51][CH:39]([O:38][CH3:37])[C:40]1[N:45]=[C:44]([O:46][CH3:47])[C:43]([CH2:48][OH:49])=[CH:42][CH:41]=1, predict the reactants needed to synthesize it.